The task is: Predict the product of the given reaction.. This data is from Forward reaction prediction with 1.9M reactions from USPTO patents (1976-2016). (1) Given the reactants [F:1][CH:2]([F:23])[O:3][C:4]1[CH:9]=[CH:8][C:7]([C:10]2[CH:11]=[C:12]3[C:16](=[CH:17][CH:18]=2)[C:15](=[O:19])[O:14][CH2:13]3)=[C:6]([OH:20])[C:5]=1[O:21][CH3:22].C(=O)([O-])[O-].[K+].[K+].[CH2:30](Br)[CH:31]([CH3:33])[CH3:32], predict the reaction product. The product is: [F:23][CH:2]([F:1])[O:3][C:4]1[CH:9]=[CH:8][C:7]([C:10]2[CH:11]=[C:12]3[C:16](=[CH:17][CH:18]=2)[C:15](=[O:19])[O:14][CH2:13]3)=[C:6]([O:20][CH2:30][CH:31]([CH3:33])[CH3:32])[C:5]=1[O:21][CH3:22]. (2) Given the reactants [C:1]1([CH3:14])[CH:6]=[C:5]([CH3:7])[CH:4]=[C:3]([CH3:8])[C:2]=1[N:9]1[CH:13]=[CH:12][N:11]=[CH:10]1.[Cl:15][CH2:16][C:17](=[O:22])[C:18]([CH3:21])([CH3:20])[CH3:19], predict the reaction product. The product is: [Cl-:15].[CH3:19][C:18]([CH3:21])([CH3:20])[C:17](=[O:22])[CH2:16][N+:11]1[CH:12]=[CH:13][N:9]([C:2]2[C:3]([CH3:8])=[CH:4][C:5]([CH3:7])=[CH:6][C:1]=2[CH3:14])[CH:10]=1.